The task is: Predict the product of the given reaction.. This data is from Forward reaction prediction with 1.9M reactions from USPTO patents (1976-2016). (1) The product is: [NH2:12][C:6]1[N:7]=[C:8]([CH:9]2[CH2:11][CH2:10]2)[C:3]([CH2:2][NH:1][C:18](=[O:19])[O:17][C:14]([CH3:16])([CH3:15])[CH3:13])=[CH:4][CH:5]=1. Given the reactants [NH2:1][CH2:2][C:3]1[CH:4]=[CH:5][C:6]([NH2:12])=[N:7][C:8]=1[CH:9]1[CH2:11][CH2:10]1.[CH3:13][C:14]([O:17][C:18](O[C:18]([O:17][C:14]([CH3:16])([CH3:15])[CH3:13])=[O:19])=[O:19])([CH3:16])[CH3:15], predict the reaction product. (2) Given the reactants [F:1][C:2]1[CH:3]=[CH:4][C:5]([CH3:13])=[C:6]2[C:11]=1[CH:10]=[N:9][C:8]([OH:12])=[CH:7]2.C(N(CC)CC)C.[F:21][C:22]([F:35])([F:34])[S:23](O[S:23]([C:22]([F:35])([F:34])[F:21])(=[O:25])=[O:24])(=[O:25])=[O:24], predict the reaction product. The product is: [F:1][C:2]1[CH:3]=[CH:4][C:5]([CH3:13])=[C:6]2[C:11]=1[CH:10]=[N:9][C:8]([O:12][S:23]([C:22]([F:35])([F:34])[F:21])(=[O:25])=[O:24])=[CH:7]2. (3) Given the reactants [CH3:1][C:2](=[CH:5][CH3:6])[CH:3]=O.ClC1C=[C:10](C=CC=1)[CH:11]=[O:12].[CH3:16][Si:17]([CH3:24])([CH3:23])N[Si:17]([CH3:24])([CH3:23])[CH3:16].C([Li])CCC.C[Si](Cl)(C)C.C([N:37](CC)CC)C.C(Cl)(=O)C, predict the reaction product. The product is: [CH3:1][C:2]([CH:3]=[N:37][C:11]([O:10][Si:17]([CH3:24])([CH3:23])[CH3:16])=[CH2:12])=[CH:5][CH3:6]. (4) The product is: [NH2:30][C:25]1[CH:26]=[CH:27][CH:28]=[CH:29][C:24]=1[S:21]([N:18]1[CH2:19][CH2:20][N:15]([C:12]2[N:13]=[CH:14][C:9]([C:3]([OH:8])([C:2]([F:1])([F:34])[F:35])[C:4]([F:7])([F:6])[F:5])=[CH:10][N:11]=2)[C@@H:16]([CH3:33])[CH2:17]1)(=[O:22])=[O:23]. Given the reactants [F:1][C:2]([F:35])([F:34])[C:3]([C:9]1[CH:10]=[N:11][C:12]([N:15]2[CH2:20][CH2:19][N:18]([S:21]([C:24]3[CH:29]=[CH:28][CH:27]=[CH:26][C:25]=3[N+:30]([O-])=O)(=[O:23])=[O:22])[CH2:17][C@@H:16]2[CH3:33])=[N:13][CH:14]=1)([OH:8])[C:4]([F:7])([F:6])[F:5].CC(O)=O.CCO, predict the reaction product. (5) The product is: [C:9]1([C:17]2[CH:18]=[CH:19][CH:20]=[CH:21][CH:22]=2)[CH:10]=[CH:11][C:12]([CH2:15][N:2]2[C:4]([NH2:8])=[CH:5][C:6]([CH3:7])=[N:3]2)=[CH:13][CH:14]=1. Given the reactants O.[NH2:2][NH2:3].[C:4](#[N:8])/[CH:5]=[CH:6]/[CH3:7].[C:9]1([C:17]2[CH:22]=[CH:21][CH:20]=[CH:19][CH:18]=2)[CH:14]=[CH:13][C:12]([CH:15]=O)=[CH:11][CH:10]=1.C(O[Na])(C)(C)C, predict the reaction product. (6) Given the reactants CC(C)([O-])C.[Na+].[C:7]([O:13][CH3:14])(=[O:12])[C:8]([O:10]C)=O.[C:15]([C:18]1[C:19](=[O:41])[N:20]([CH2:33][C:34]2[CH:39]=[CH:38][CH:37]=[CH:36][C:35]=2[F:40])[CH:21]=[C:22]([CH2:24][C:25]2[CH:30]=[CH:29][C:28]([F:31])=[CH:27][C:26]=2[F:32])[CH:23]=1)(=[O:17])[CH3:16].Cl, predict the reaction product. The product is: [F:32][C:26]1[CH:27]=[C:28]([F:31])[CH:29]=[CH:30][C:25]=1[CH2:24][C:22]1[CH:23]=[C:18]([C:15](=[O:17])[CH:16]=[C:8]([OH:10])[C:7]([O:13][CH3:14])=[O:12])[C:19](=[O:41])[N:20]([CH2:33][C:34]2[CH:39]=[CH:38][CH:37]=[CH:36][C:35]=2[F:40])[CH:21]=1. (7) Given the reactants Cl.[NH2:2][C@@H:3]([CH2:7][O:8][CH3:9])[C:4]([OH:6])=[O:5].[OH-].[Na+].Cl[C:13]([O:15][CH3:16])=[O:14].Cl, predict the reaction product. The product is: [CH3:9][O:8][CH2:7][C@H:3]([NH:2][C:13]([O:15][CH3:16])=[O:14])[C:4]([OH:6])=[O:5]. (8) Given the reactants [F:1][C:2]1[CH:3]=[C:4]([C@H:10]2[CH2:14][CH2:13][CH2:12][N:11]2[C:15]2[CH:20]=[CH:19][N:18]3[N:21]=[CH:22][C:23]([C:24]([OH:26])=O)=[C:17]3[N:16]=2)[C:5]([O:8][CH3:9])=[N:6][CH:7]=1.CN(C(ON1N=NC2C=CC=NC1=2)=[N+](C)C)C.F[P-](F)(F)(F)(F)F.Cl.[NH:52]1[CH2:55][CH:54]([OH:56])[CH2:53]1.CCN(C(C)C)C(C)C, predict the reaction product. The product is: [F:1][C:2]1[CH:3]=[C:4]([C@H:10]2[CH2:14][CH2:13][CH2:12][N:11]2[C:15]2[CH:20]=[CH:19][N:18]3[N:21]=[CH:22][C:23]([C:24]([N:52]4[CH2:55][CH:54]([OH:56])[CH2:53]4)=[O:26])=[C:17]3[N:16]=2)[C:5]([O:8][CH3:9])=[N:6][CH:7]=1.